This data is from Reaction yield outcomes from USPTO patents with 853,638 reactions. The task is: Predict the reaction yield, written as a fraction of the theoretical maximum amount of product (1.0 means a 100% yield; for example, 0.34 means a 34% yield). (1) The reactants are [Cl:1][C:2]1[N:7]=[C:6](I)[C:5]([C:9]([F:12])([F:11])[F:10])=[CH:4][CH:3]=1.C([Mg]Cl)(C)C.[F:18][C:19]1[N:30]=[CH:29][CH:28]=[CH:27][C:20]=1[C:21](N(OC)C)=[O:22]. The catalyst is O1CCCC1. The product is [Cl:1][C:2]1[N:7]=[C:6]([C:21]([C:20]2[C:19]([F:18])=[N:30][CH:29]=[CH:28][CH:27]=2)=[O:22])[C:5]([C:9]([F:12])([F:11])[F:10])=[CH:4][CH:3]=1. The yield is 0.610. (2) The reactants are N1C2C(=NC=CC=2)N([O:10][C:11]2[C:20]3[C:15](=[CH:16][CH:17]=[CH:18][CH:19]=3)[N:14]=[CH:13][N:12]=2)N=1.[C:21]1(B(O)O)[CH:26]=[CH:25][CH:24]=[CH:23][CH:22]=1.C([O-])([O-])=O.[Cs+].[Cs+]. The catalyst is COCCOC.C1C=CC([P]([Pd]([P](C2C=CC=CC=2)(C2C=CC=CC=2)C2C=CC=CC=2)([P](C2C=CC=CC=2)(C2C=CC=CC=2)C2C=CC=CC=2)[P](C2C=CC=CC=2)(C2C=CC=CC=2)C2C=CC=CC=2)(C2C=CC=CC=2)C2C=CC=CC=2)=CC=1. The product is [O:10]([C:11]1[C:20]2[C:15](=[CH:16][CH:17]=[CH:18][CH:19]=2)[N:14]=[CH:13][N:12]=1)[C:21]1[CH:26]=[CH:25][CH:24]=[CH:23][CH:22]=1. The yield is 0.800. (3) The reactants are [CH3:1][O:2][C:3]([C:5]1([C:8]2[CH:13]=[CH:12][C:11]([O:14][CH3:15])=[C:10]([CH2:16]Cl)[CH:9]=2)[CH2:7][CH2:6]1)=[O:4].C([O-])([O-])=[O:19].[Na+].[Na+].Cl. The catalyst is O.[N+](CCCC)(CCCC)(CCCC)CCCC.[Br-]. The product is [CH3:1][O:2][C:3]([C:5]1([C:8]2[CH:13]=[CH:12][C:11]([O:14][CH3:15])=[C:10]([CH2:16][OH:19])[CH:9]=2)[CH2:7][CH2:6]1)=[O:4]. The yield is 0.390. (4) The reactants are [N+:1]([C:4]1[CH:12]=[C:11]2[C:7]([C:8]([C:13]3[CH:18]4[CH2:19][CH2:20][N:15]([CH2:16][CH2:17]4)[CH:14]=3)=[CH:9][NH:10]2)=[CH:6][CH:5]=1)([O-])=O.I.CS[C:24]([C:26]1[S:27][CH:28]=[CH:29][CH:30]=1)=[NH:25]. The catalyst is C(O)C.[Pd]. The product is [N:15]12[CH2:20][CH2:19][CH:18]([CH2:17][CH2:16]1)[CH:13]([C:8]1[C:7]3[C:11](=[CH:12][C:4]([NH:1][C:24]([C:26]4[S:27][CH:28]=[CH:29][CH:30]=4)=[NH:25])=[CH:5][CH:6]=3)[NH:10][CH:9]=1)[CH2:14]2. The yield is 0.770. (5) The reactants are [Cl:1][CH2:2][C:3](Cl)=[O:4].[CH3:6][CH:7]([CH2:11][CH2:12][C:13]1[CH:18]=[CH:17][CH:16]=[CH:15][CH:14]=1)[CH2:8][CH2:9][OH:10].N1C=CC=CC=1. The catalyst is ClCCl. The product is [Cl:1][CH2:2][C:3]([O:10][CH2:9][CH2:8][CH:7]([CH3:6])[CH2:11][CH2:12][C:13]1[CH:18]=[CH:17][CH:16]=[CH:15][CH:14]=1)=[O:4]. The yield is 0.849.